From a dataset of NCI-60 drug combinations with 297,098 pairs across 59 cell lines. Regression. Given two drug SMILES strings and cell line genomic features, predict the synergy score measuring deviation from expected non-interaction effect. (1) Drug 1: C1CN(CCN1C(=O)CCBr)C(=O)CCBr. Drug 2: C1C(C(OC1N2C=NC(=NC2=O)N)CO)O. Cell line: M14. Synergy scores: CSS=38.6, Synergy_ZIP=-3.72, Synergy_Bliss=0.0539, Synergy_Loewe=2.33, Synergy_HSA=1.81. (2) Drug 1: CC12CCC3C(C1CCC2O)C(CC4=C3C=CC(=C4)O)CCCCCCCCCS(=O)CCCC(C(F)(F)F)(F)F. Drug 2: C1CN(P(=O)(OC1)NCCCl)CCCl. Cell line: UACC62. Synergy scores: CSS=0.809, Synergy_ZIP=1.14, Synergy_Bliss=2.33, Synergy_Loewe=-1.30, Synergy_HSA=-1.25. (3) Drug 1: C1CC(=O)NC(=O)C1N2CC3=C(C2=O)C=CC=C3N. Drug 2: CC1=C(C=C(C=C1)NC(=O)C2=CC=C(C=C2)CN3CCN(CC3)C)NC4=NC=CC(=N4)C5=CN=CC=C5. Cell line: K-562. Synergy scores: CSS=64.4, Synergy_ZIP=5.95, Synergy_Bliss=5.85, Synergy_Loewe=-26.7, Synergy_HSA=7.22. (4) Drug 1: CC(CN1CC(=O)NC(=O)C1)N2CC(=O)NC(=O)C2. Drug 2: CC(C)CN1C=NC2=C1C3=CC=CC=C3N=C2N. Cell line: KM12. Synergy scores: CSS=23.0, Synergy_ZIP=-1.41, Synergy_Bliss=-0.637, Synergy_Loewe=-3.29, Synergy_HSA=-3.31. (5) Drug 1: CC1=C(C=C(C=C1)NC2=NC=CC(=N2)N(C)C3=CC4=NN(C(=C4C=C3)C)C)S(=O)(=O)N.Cl. Drug 2: C1=CC(=CC=C1CCCC(=O)O)N(CCCl)CCCl. Cell line: BT-549. Synergy scores: CSS=20.0, Synergy_ZIP=1.28, Synergy_Bliss=1.54, Synergy_Loewe=-6.00, Synergy_HSA=-0.641. (6) Drug 1: CC1=C(C(=CC=C1)Cl)NC(=O)C2=CN=C(S2)NC3=CC(=NC(=N3)C)N4CCN(CC4)CCO. Drug 2: CC(C)NC(=O)C1=CC=C(C=C1)CNNC.Cl. Cell line: DU-145. Synergy scores: CSS=-2.94, Synergy_ZIP=1.52, Synergy_Bliss=-0.483, Synergy_Loewe=-6.96, Synergy_HSA=-4.13. (7) Drug 1: CC1OCC2C(O1)C(C(C(O2)OC3C4COC(=O)C4C(C5=CC6=C(C=C35)OCO6)C7=CC(=C(C(=C7)OC)O)OC)O)O. Drug 2: CN1C=C(C=N1)C2=C3N=C(C(=C(N3N=C2)N)Br)C4CCCNC4. Cell line: HT29. Synergy scores: CSS=62.2, Synergy_ZIP=7.46, Synergy_Bliss=7.23, Synergy_Loewe=8.08, Synergy_HSA=11.5. (8) Drug 1: CC12CCC(CC1=CCC3C2CCC4(C3CC=C4C5=CN=CC=C5)C)O. Drug 2: C1C(C(OC1N2C=NC(=NC2=O)N)CO)O. Cell line: SK-MEL-2. Synergy scores: CSS=16.8, Synergy_ZIP=-1.83, Synergy_Bliss=4.41, Synergy_Loewe=-7.90, Synergy_HSA=2.81. (9) Synergy scores: CSS=2.42, Synergy_ZIP=-0.256, Synergy_Bliss=-2.62, Synergy_Loewe=-10.3, Synergy_HSA=-5.48. Drug 2: C1=NC2=C(N=C(N=C2N1C3C(C(C(O3)CO)O)O)F)N. Cell line: EKVX. Drug 1: CC(C1=C(C=CC(=C1Cl)F)Cl)OC2=C(N=CC(=C2)C3=CN(N=C3)C4CCNCC4)N. (10) Drug 1: C1CC(C1)(C(=O)O)C(=O)O.[NH2-].[NH2-].[Pt+2]. Drug 2: CC1C(C(CC(O1)OC2CC(OC(C2O)C)OC3=CC4=CC5=C(C(=O)C(C(C5)C(C(=O)C(C(C)O)O)OC)OC6CC(C(C(O6)C)O)OC7CC(C(C(O7)C)O)OC8CC(C(C(O8)C)O)(C)O)C(=C4C(=C3C)O)O)O)O. Cell line: MCF7. Synergy scores: CSS=23.3, Synergy_ZIP=0.360, Synergy_Bliss=2.12, Synergy_Loewe=-10.1, Synergy_HSA=0.0909.